From a dataset of NCI-60 drug combinations with 297,098 pairs across 59 cell lines. Regression. Given two drug SMILES strings and cell line genomic features, predict the synergy score measuring deviation from expected non-interaction effect. (1) Drug 1: CC1=C2C(C(=O)C3(C(CC4C(C3C(C(C2(C)C)(CC1OC(=O)C(C(C5=CC=CC=C5)NC(=O)OC(C)(C)C)O)O)OC(=O)C6=CC=CC=C6)(CO4)OC(=O)C)OC)C)OC. Drug 2: C1=CC=C(C(=C1)C(C2=CC=C(C=C2)Cl)C(Cl)Cl)Cl. Cell line: MOLT-4. Synergy scores: CSS=79.4, Synergy_ZIP=9.45, Synergy_Bliss=9.71, Synergy_Loewe=-22.2, Synergy_HSA=9.87. (2) Drug 1: CS(=O)(=O)CCNCC1=CC=C(O1)C2=CC3=C(C=C2)N=CN=C3NC4=CC(=C(C=C4)OCC5=CC(=CC=C5)F)Cl. Drug 2: C1CNP(=O)(OC1)N(CCCl)CCCl. Cell line: UO-31. Synergy scores: CSS=4.87, Synergy_ZIP=0.902, Synergy_Bliss=3.09, Synergy_Loewe=-4.77, Synergy_HSA=0.271. (3) Cell line: OVCAR-5. Drug 1: C1=NC2=C(N=C(N=C2N1C3C(C(C(O3)CO)O)F)Cl)N. Drug 2: C1CN(P(=O)(OC1)NCCCl)CCCl. Synergy scores: CSS=2.96, Synergy_ZIP=0.613, Synergy_Bliss=2.15, Synergy_Loewe=0.123, Synergy_HSA=0.741.